Dataset: Reaction yield outcomes from USPTO patents with 853,638 reactions. Task: Predict the reaction yield, written as a fraction of the theoretical maximum amount of product (1.0 means a 100% yield; for example, 0.34 means a 34% yield). (1) The reactants are [C:1]([O:5][C:6]([N:8]1[C:16]2[C:11](=[CH:12][CH:13]=[C:14]([O:17][Si:18]([C:21]([CH3:24])([CH3:23])[CH3:22])([CH3:20])[CH3:19])[CH:15]=2)[CH:10]=[CH:9]1)=[O:7])([CH3:4])([CH3:3])[CH3:2].C([Li])(C)(C)C.C[O:31][B:32](OC)[O:33]C.[Cl-].[NH4+].OS([O-])(=O)=O.[K+].OS(O)(=O)=O. The catalyst is O1CCCC1.CCCCC.CCOCC. The product is [C:1]([O:5][C:6]([N:8]1[C:16]2[C:11](=[CH:12][CH:13]=[C:14]([O:17][Si:18]([C:21]([CH3:24])([CH3:23])[CH3:22])([CH3:19])[CH3:20])[CH:15]=2)[CH:10]=[C:9]1[B:32]([OH:33])[OH:31])=[O:7])([CH3:4])([CH3:3])[CH3:2]. The yield is 0.560. (2) The product is [C:14]([O:18][C:19]([NH:21][C@@H:22]([CH2:26][CH2:27][CH2:28][CH2:29][CH2:30][CH:31]=[CH2:32])[C:23]([N:64]1[C@H:60]([C:58](=[O:59])[NH:57][C@:52]2([C:50]([O:49][CH2:47][CH3:48])=[O:51])[CH2:54][C@H:53]2[CH:55]=[CH2:56])[CH2:61][C@@H:62]([O:65][C:66]([N:68]2[CH2:76][C:75]3[C:70](=[CH:71][CH:72]=[CH:73][C:74]=3[F:77])[CH2:69]2)=[O:67])[CH2:63]1)=[O:25])=[O:20])([CH3:15])([CH3:16])[CH3:17]. The reactants are C1([NH2+]C2CCCCC2)CCCCC1.[C:14]([O:18][C:19]([NH:21][C@@H:22]([CH2:26][CH2:27][CH2:28][CH2:29][CH2:30][CH:31]=[CH2:32])[C:23]([O-:25])=O)=[O:20])([CH3:17])([CH3:16])[CH3:15].CN1CCOCC1.C(Cl)(=O)C(C)(C)C.[CH2:47]([O:49][C:50]([C@@:52]1([NH:57][C:58]([C@H:60]2[NH:64][CH2:63][C@H:62]([O:65][C:66]([N:68]3[CH2:76][C:75]4[C:70](=[CH:71][CH:72]=[CH:73][C:74]=4[F:77])[CH2:69]3)=[O:67])[CH2:61]2)=[O:59])[CH2:54][C@H:53]1[CH:55]=[CH2:56])=[O:51])[CH3:48].Cl. The yield is 0.883. The catalyst is C1COCC1.O. (3) The yield is 0.850. The reactants are [Br:1][C:2]1[N:7]=[C:6]([CH3:8])[C:5]([OH:9])=[C:4]([CH3:10])[CH:3]=1.IC.[C:13](=O)([O-])[O-].[K+].[K+]. The catalyst is CC(C)=O. The product is [Br:1][C:2]1[N:7]=[C:6]([CH3:8])[C:5]([O:9][CH3:13])=[C:4]([CH3:10])[CH:3]=1. (4) The reactants are ClC(Cl)(OC(=O)OC(Cl)(Cl)Cl)Cl.C([O-])([O-])=O.[Na+].[Na+].C(N1CCN(CC2C=CC(N)=CC=2C(F)(F)F)CC1)C.[CH2:39]([N:41]1[CH2:46][CH2:45][N:44]([CH2:47][C:48]2[CH:53]=[CH:52][C:51]([NH:54][C:55]([N:57]3[CH2:62][CH2:61]N(CC)[CH2:59][CH2:58]3)=[O:56])=[CH:50][C:49]=2[C:65]([F:68])([F:67])[F:66])[CH2:43][CH2:42]1)[CH3:40].C(N1CCNCC1)C.[I:77][C:78]1[CH:86]=C2C(CCN2)=[CH:80][CH:79]=1. The catalyst is C(Cl)Cl. The product is [CH2:39]([N:41]1[CH2:42][CH2:43][N:44]([CH2:47][C:48]2[CH:53]=[CH:52][C:51]([NH:54][C:55]([N:57]3[C:62]4[C:61](=[CH:80][CH:79]=[C:78]([I:77])[CH:86]=4)[CH2:59][CH2:58]3)=[O:56])=[CH:50][C:49]=2[C:65]([F:67])([F:66])[F:68])[CH2:45][CH2:46]1)[CH3:40]. The yield is 0.770. (5) The reactants are C([O-])([O-])=O.[Na+].[Na+].[Br:7][C:8]1[N:9]=[C:10]([C:28]2([CH3:31])[CH2:30][CH2:29]2)[N:11]([CH2:20][O:21][CH2:22][CH2:23][Si:24]([CH3:27])([CH3:26])[CH3:25])[C:12]=1[C:13]1[CH:18]=[CH:17][N:16]=[C:15](Cl)[N:14]=1.CCN(C(C)C)C(C)C.[NH2:41][CH2:42][CH2:43][C:44]#[N:45]. The catalyst is CN1C(=O)CCC1.CCOC(C)=O. The product is [Br:7][C:8]1[N:9]=[C:10]([C:28]2([CH3:31])[CH2:30][CH2:29]2)[N:11]([CH2:20][O:21][CH2:22][CH2:23][Si:24]([CH3:27])([CH3:26])[CH3:25])[C:12]=1[C:13]1[CH:18]=[CH:17][N:16]=[C:15]([NH:45][CH2:44][CH2:43][C:42]#[N:41])[N:14]=1. The yield is 0.990.